This data is from Peptide-MHC class I binding affinity with 185,985 pairs from IEDB/IMGT. The task is: Regression. Given a peptide amino acid sequence and an MHC pseudo amino acid sequence, predict their binding affinity value. This is MHC class I binding data. (1) The peptide sequence is EAEKQLQQY. The MHC is HLA-B18:01 with pseudo-sequence HLA-B18:01. The binding affinity (normalized) is 0.0847. (2) The peptide sequence is CLTVPNITI. The MHC is HLA-A02:02 with pseudo-sequence HLA-A02:02. The binding affinity (normalized) is 0.578. (3) The peptide sequence is QVFKGVVIR. The MHC is HLA-A02:06 with pseudo-sequence HLA-A02:06. The binding affinity (normalized) is 0.0847. (4) The peptide sequence is GVWTRDGNR. The MHC is HLA-A31:01 with pseudo-sequence HLA-A31:01. The binding affinity (normalized) is 0.623. (5) The peptide sequence is NLALLYGEY. The MHC is HLA-A26:01 with pseudo-sequence HLA-A26:01. The binding affinity (normalized) is 0.554.